Dataset: Aqueous solubility values for 9,982 compounds from the AqSolDB database. Task: Regression/Classification. Given a drug SMILES string, predict its absorption, distribution, metabolism, or excretion properties. Task type varies by dataset: regression for continuous measurements (e.g., permeability, clearance, half-life) or binary classification for categorical outcomes (e.g., BBB penetration, CYP inhibition). For this dataset (solubility_aqsoldb), we predict Y. (1) The Y is -1.72 log mol/L. The compound is COc1ccc(C(N)=O)cc1. (2) The Y is -1.53 log mol/L. The molecule is COc1ccc(C)cc1S(N)(=O)=O. (3) The molecule is Cc1ncc([N+](=O)[O-])n1C. The Y is -1.16 log mol/L. (4) The compound is CC1(C)SCC(COC(N)=O)S1. The Y is -2.22 log mol/L.